This data is from Forward reaction prediction with 1.9M reactions from USPTO patents (1976-2016). The task is: Predict the product of the given reaction. Given the reactants [Br:1][C:2]1[CH:3]=[CH:4][C:5]2[C:6](=[C:16]3[CH2:22][CH:21]4[NH:23][CH:18]([CH2:19][CH2:20]4)[CH2:17]3)[C:7]3[C:12]([O:13][C:14]=2[CH:15]=1)=[CH:11][CH:10]=[CH:9][CH:8]=3.C(N(C(C)C)CC)(C)C.[F:33][C:34]([F:45])([F:44])[C:35](O[C:35](=[O:36])[C:34]([F:45])([F:44])[F:33])=[O:36], predict the reaction product. The product is: [Br:1][C:2]1[CH:3]=[CH:4][C:5]2[C:6](=[C:16]3[CH2:22][CH:21]4[N:23]([C:35](=[O:36])[C:34]([F:45])([F:44])[F:33])[CH:18]([CH2:19][CH2:20]4)[CH2:17]3)[C:7]3[C:12]([O:13][C:14]=2[CH:15]=1)=[CH:11][CH:10]=[CH:9][CH:8]=3.